Dataset: Forward reaction prediction with 1.9M reactions from USPTO patents (1976-2016). Task: Predict the product of the given reaction. Given the reactants [O:1]1[CH2:5][CH2:4][O:3][CH:2]1[CH2:6][CH2:7][OH:8].[C:9](=O)([O-])[O-].[Na+].[Na+].[Br:15][C:16]1[CH:17]=[CH:18][C:19]([NH:22][C:23](=[O:30])[CH2:24][CH2:25][C:26](OC)=[O:27])=[N:20][CH:21]=1, predict the reaction product. The product is: [Br:15][C:16]1[CH:17]=[CH:18][C:19]([NH:22][C:23](=[O:30])[CH2:24][CH2:25][C:26]([O:8][CH2:7][CH2:6][C:2]2([CH3:9])[O:3][CH2:4][CH2:5][O:1]2)=[O:27])=[N:20][CH:21]=1.